From a dataset of NCI-60 drug combinations with 297,098 pairs across 59 cell lines. Regression. Given two drug SMILES strings and cell line genomic features, predict the synergy score measuring deviation from expected non-interaction effect. (1) Cell line: NCIH23. Drug 1: C1CC2CC3=C(CC1C24CN(S(=O)(=O)N4)CC(F)(F)F)C=CC(=C3)C=CCN5CCC(CC5)C(F)(F)F. Drug 2: CCN(CC)CCNC(=O)C1=C(NC(=C1C)C=C2C3=C(C=CC(=C3)F)NC2=O)C. Synergy scores: CSS=50.4, Synergy_ZIP=3.22, Synergy_Bliss=3.46, Synergy_Loewe=-19.9, Synergy_HSA=6.00. (2) Drug 1: CC1=CC2C(CCC3(C2CCC3(C(=O)C)OC(=O)C)C)C4(C1=CC(=O)CC4)C. Drug 2: CC1=C(C=C(C=C1)NC(=O)C2=CC=C(C=C2)CN3CCN(CC3)C)NC4=NC=CC(=N4)C5=CN=CC=C5. Cell line: IGROV1. Synergy scores: CSS=3.87, Synergy_ZIP=1.11, Synergy_Bliss=6.86, Synergy_Loewe=3.71, Synergy_HSA=4.82. (3) Drug 1: CC1=C2C(C(=O)C3(C(CC4C(C3C(C(C2(C)C)(CC1OC(=O)C(C(C5=CC=CC=C5)NC(=O)OC(C)(C)C)O)O)OC(=O)C6=CC=CC=C6)(CO4)OC(=O)C)OC)C)OC. Drug 2: CN(C(=O)NC(C=O)C(C(C(CO)O)O)O)N=O. Cell line: A498. Synergy scores: CSS=31.5, Synergy_ZIP=0.970, Synergy_Bliss=0.518, Synergy_Loewe=-17.5, Synergy_HSA=0.395. (4) Drug 1: C1=CC(=CC=C1CCC2=CNC3=C2C(=O)NC(=N3)N)C(=O)NC(CCC(=O)O)C(=O)O. Drug 2: CC1=C2C(C(=O)C3(C(CC4C(C3C(C(C2(C)C)(CC1OC(=O)C(C(C5=CC=CC=C5)NC(=O)OC(C)(C)C)O)O)OC(=O)C6=CC=CC=C6)(CO4)OC(=O)C)O)C)O. Cell line: HL-60(TB). Synergy scores: CSS=49.0, Synergy_ZIP=-0.855, Synergy_Bliss=-3.25, Synergy_Loewe=-11.7, Synergy_HSA=0.183. (5) Drug 1: CN(C)C1=NC(=NC(=N1)N(C)C)N(C)C. Drug 2: COC1=NC(=NC2=C1N=CN2C3C(C(C(O3)CO)O)O)N. Cell line: HS 578T. Synergy scores: CSS=-14.8, Synergy_ZIP=5.58, Synergy_Bliss=-5.50, Synergy_Loewe=-14.8, Synergy_HSA=-13.8. (6) Drug 1: C1CCC(CC1)NC(=O)N(CCCl)N=O. Drug 2: CC1=C(C(CCC1)(C)C)C=CC(=CC=CC(=CC(=O)O)C)C. Cell line: K-562. Synergy scores: CSS=23.6, Synergy_ZIP=-11.0, Synergy_Bliss=-7.94, Synergy_Loewe=-5.47, Synergy_HSA=-5.18. (7) Drug 1: CN(C)C1=NC(=NC(=N1)N(C)C)N(C)C. Drug 2: CN(CC1=CN=C2C(=N1)C(=NC(=N2)N)N)C3=CC=C(C=C3)C(=O)NC(CCC(=O)O)C(=O)O. Cell line: SNB-19. Synergy scores: CSS=49.3, Synergy_ZIP=5.60, Synergy_Bliss=4.87, Synergy_Loewe=-18.4, Synergy_HSA=2.40. (8) Drug 1: CC1C(C(CC(O1)OC2CC(CC3=C2C(=C4C(=C3O)C(=O)C5=C(C4=O)C(=CC=C5)OC)O)(C(=O)CO)O)N)O.Cl. Drug 2: COCCOC1=C(C=C2C(=C1)C(=NC=N2)NC3=CC=CC(=C3)C#C)OCCOC.Cl. Cell line: OVCAR-5. Synergy scores: CSS=1.95, Synergy_ZIP=2.34, Synergy_Bliss=11.1, Synergy_Loewe=-5.28, Synergy_HSA=-1.73. (9) Drug 1: CC1OCC2C(O1)C(C(C(O2)OC3C4COC(=O)C4C(C5=CC6=C(C=C35)OCO6)C7=CC(=C(C(=C7)OC)O)OC)O)O. Drug 2: C1=CC(=CC=C1C#N)C(C2=CC=C(C=C2)C#N)N3C=NC=N3. Cell line: NCI-H522. Synergy scores: CSS=25.1, Synergy_ZIP=-5.83, Synergy_Bliss=-4.55, Synergy_Loewe=-9.37, Synergy_HSA=-1.88.